Dataset: Full USPTO retrosynthesis dataset with 1.9M reactions from patents (1976-2016). Task: Predict the reactants needed to synthesize the given product. (1) The reactants are: [C:1]1([CH:11]=O)[C:10]2[C:5](=[CH:6][CH:7]=[CH:8][CH:9]=2)[CH:4]=[CH:3][CH:2]=1.[NH2:13][C:14]1[CH:18]=[CH:17][NH:16][N:15]=1.O=[C:20]([CH2:27][CH2:28][CH3:29])[CH2:21][C:22]([O:24][CH2:25][CH3:26])=[O:23]. Given the product [C:1]1([CH:11]2[C:21]([C:22]([O:24][CH2:25][CH3:26])=[O:23])=[C:20]([CH2:27][CH2:28][CH3:29])[NH:13][C:14]3=[N:15][NH:16][CH:17]=[C:18]23)[C:10]2[C:5](=[CH:6][CH:7]=[CH:8][CH:9]=2)[CH:4]=[CH:3][CH:2]=1, predict the reactants needed to synthesize it. (2) Given the product [O:66]1[C:11]2[CH:16]=[CH:15][CH:14]=[CH:13][C:12]=2[N:8]=[C:65]1[NH:67][C:36](=[O:37])[C@@H:35]([N:39]1[CH2:47][C:46]2[C:41](=[CH:42][CH:43]=[CH:44][CH:45]=2)[C:40]1=[O:48])[CH2:34][CH:28]1[CH2:33][CH2:32][CH2:31][CH2:30][CH2:29]1, predict the reactants needed to synthesize it. The reactants are: F[P-](F)(F)(F)(F)F.[N:8]1(O[P+](N(C)C)(N(C)C)N(C)C)[C:12]2[CH:13]=[CH:14][CH:15]=[CH:16][C:11]=2N=N1.[CH:28]1([CH2:34][C@H:35]([N:39]2[CH2:47][C:46]3[C:41](=[CH:42][CH:43]=[CH:44][CH:45]=3)[C:40]2=[O:48])[C:36](O)=[O:37])[CH2:33][CH2:32][CH2:31][CH2:30][CH2:29]1.NC1N=CC=C(C)N=1.C1(C[C@@H](N2CC3C(=CC=CC=3)C2=O)[C:65]([NH:67]C2SC=CN=2)=[O:66])CCCCC1.